Task: Predict the reactants needed to synthesize the given product.. Dataset: Full USPTO retrosynthesis dataset with 1.9M reactions from patents (1976-2016) Given the product [CH2:22]([Si:21]1([CH2:24][CH3:25])[C:2]2[CH:7]=[CH:6][CH:5]=[CH:4][C:3]=2[CH:8]([C:10]2[CH:15]=[CH:14][CH:13]=[CH:12][CH:11]=2)[O:9]1)[CH3:23], predict the reactants needed to synthesize it. The reactants are: Br[C:2]1[CH:7]=[CH:6][CH:5]=[CH:4][C:3]=1[CH:8]([C:10]1[CH:15]=[CH:14][CH:13]=[CH:12][CH:11]=1)[OH:9].[Li]CCCC.[SiH:21](Cl)([CH2:24][CH3:25])[CH2:22][CH3:23].